From a dataset of Full USPTO retrosynthesis dataset with 1.9M reactions from patents (1976-2016). Predict the reactants needed to synthesize the given product. (1) Given the product [CH3:20][C:12]1[C:11]([NH:10][C:9]2[C:6]([C:7]#[N:8])=[CH:5][N:4]=[CH:3][C:2]=2[C:26]2[S:27][CH:28]=[CH:29][N:30]=2)=[CH:19][CH:18]=[C:17]2[C:13]=1[CH:14]=[CH:15][NH:16]2, predict the reactants needed to synthesize it. The reactants are: I[C:2]1[CH:3]=[N:4][CH:5]=[C:6]([C:9]=1[NH:10][C:11]1[C:12]([CH3:20])=[C:13]2[C:17](=[CH:18][CH:19]=1)[NH:16][CH:15]=[CH:14]2)[C:7]#[N:8].C([Sn](CCCC)(CCCC)[C:26]1[S:27][CH:28]=[CH:29][N:30]=1)CCC.C(N(CC)CC)C. (2) The reactants are: CCN=C=NCCCN(C)C.[F:12][C:13]1[CH:18]=[C:17]([CH3:19])[CH:16]=[CH:15][C:14]=1[C:20]1[CH:25]=[C:24]([C:26]2[N:27]([CH:31]([CH3:33])[CH3:32])[N:28]=[CH:29][CH:30]=2)[CH:23]=[C:22]([C:34](O)=[O:35])[CH:21]=1.C1C=CC2N(O)N=NC=2C=1.CN1C(=O)CCC1.[NH2:54][CH:55]([CH3:58])[CH2:56][OH:57]. Given the product [OH:57][CH2:56][CH:55]([NH:54][C:34]([C:22]1[CH:21]=[C:20]([C:14]2[CH:15]=[CH:16][C:17]([CH3:19])=[CH:18][C:13]=2[F:12])[CH:25]=[C:24]([C:26]2[N:27]([CH:31]([CH3:33])[CH3:32])[N:28]=[CH:29][CH:30]=2)[CH:23]=1)=[O:35])[CH3:58], predict the reactants needed to synthesize it.